Dataset: Aqueous solubility values for 9,982 compounds from the AqSolDB database. Task: Regression/Classification. Given a drug SMILES string, predict its absorption, distribution, metabolism, or excretion properties. Task type varies by dataset: regression for continuous measurements (e.g., permeability, clearance, half-life) or binary classification for categorical outcomes (e.g., BBB penetration, CYP inhibition). For this dataset (solubility_aqsoldb), we predict Y. (1) The compound is O=Nc1ccc(O)cc1. The Y is -1.55 log mol/L. (2) The compound is CC(C)(CO)CO.CCCCCCC(=O)O. The Y is -6.67 log mol/L. (3) The drug is Cc1cccc([N+](=O)[O-])c1C. The Y is -3.00 log mol/L. (4) The drug is O=C(OCC(=O)N(C1CCCCC1)C1CCCCC1)c1ccccc1. The Y is -5.06 log mol/L.